Dataset: Forward reaction prediction with 1.9M reactions from USPTO patents (1976-2016). Task: Predict the product of the given reaction. (1) Given the reactants NN.O=C1C2C(=CC=CC=2)C(=O)[N:5]1[CH2:14][C:15]([CH3:21])([CH3:20])[C:16]([O:18][CH3:19])=[O:17], predict the reaction product. The product is: [NH2:5][CH2:14][C:15]([CH3:21])([CH3:20])[C:16]([O:18][CH3:19])=[O:17]. (2) Given the reactants [CH3:1][C:2]1[CH:7]=[C:6]([CH3:8])[CH:5]=[CH:4][C:3]=1[CH:9]1[N:14]([C:15]([O:17][C:18]([CH3:21])([CH3:20])[CH3:19])=[O:16])[CH2:13][CH2:12][N:11]2[C:22](=[O:25])[CH2:23][CH2:24][CH:10]12.[Li+].C[Si]([N-][Si](C)(C)C)(C)C.CN1C(=O)N(C)[CH2:40][CH2:39][CH2:38]1.[CH2:45](Br)[CH:46]=[CH2:47], predict the reaction product. The product is: [CH2:38]([C:23]1([CH2:47][CH:46]=[CH2:45])[C:22](=[O:25])[N:11]2[CH2:12][CH2:13][N:14]([C:15]([O:17][C:18]([CH3:21])([CH3:20])[CH3:19])=[O:16])[CH:9]([C:3]3[CH:4]=[CH:5][C:6]([CH3:8])=[CH:7][C:2]=3[CH3:1])[CH:10]2[CH2:24]1)[CH:39]=[CH2:40]. (3) Given the reactants Br[C:2]1[CH:21]=[N:20][C:5]2[N:6]([CH2:16][CH:17]([CH3:19])[CH3:18])[CH2:7][CH2:8][CH2:9][C:10]([C:12]([O:14][CH3:15])=[O:13])=[CH:11][C:4]=2[CH:3]=1.[CH2:22]([O:26][CH2:27][CH2:28][O:29][C:30]1[CH:35]=[CH:34][C:33](OB(O)O)=[CH:32][CH:31]=1)[CH2:23][CH2:24][CH3:25].C(=O)([O-])[O-].[K+].[K+], predict the reaction product. The product is: [CH2:22]([O:26][CH2:27][CH2:28][O:29][C:30]1[CH:31]=[CH:32][C:33]([C:2]2[CH:21]=[N:20][C:5]3[N:6]([CH2:16][CH:17]([CH3:19])[CH3:18])[CH2:7][CH2:8][CH2:9][C:10]([C:12]([O:14][CH3:15])=[O:13])=[CH:11][C:4]=3[CH:3]=2)=[CH:34][CH:35]=1)[CH2:23][CH2:24][CH3:25]. (4) The product is: [F:2][C:3]1[C:12]2[C:7](=[CH:8][CH:9]=[CH:10][CH:11]=2)[CH:6]=[CH:5][C:4]=1[O:13][CH2:14][CH2:15][NH:16][CH2:23][C:21]1[O:22][C:18]([CH3:17])=[CH:19][CH:20]=1. Given the reactants [Cl-].[F:2][C:3]1[C:12]2[C:7](=[CH:8][CH:9]=[CH:10][CH:11]=2)[CH:6]=[CH:5][C:4]=1[O:13][CH2:14][CH2:15][NH3+:16].[CH3:17][C:18]1[O:22][C:21]([CH:23]=O)=[CH:20][CH:19]=1, predict the reaction product. (5) Given the reactants [O:1]=[C:2]1[N:6]([NH:7][S:8]([CH3:11])(=[O:10])=[O:9])[C:5](=[O:12])[CH2:4][S:3]1.[Br:13][C:14]1[CH:31]=[CH:30][C:17]([CH2:18][N:19]2[C:27]3[C:22](=[CH:23][C:24]([CH:28]=O)=[CH:25][CH:26]=3)[CH:21]=[N:20]2)=[C:16]([C:32]([F:35])([F:34])[F:33])[CH:15]=1, predict the reaction product. The product is: [Br:13][C:14]1[CH:31]=[CH:30][C:17]([CH2:18][N:19]2[C:27]3[C:22](=[CH:23][C:24](/[CH:28]=[C:4]4/[C:5](=[O:12])[N:6]([NH:7][S:8]([CH3:11])(=[O:10])=[O:9])[C:2](=[O:1])[S:3]/4)=[CH:25][CH:26]=3)[CH:21]=[N:20]2)=[C:16]([C:32]([F:33])([F:35])[F:34])[CH:15]=1. (6) Given the reactants Cl[C:2]1[CH:10]=[CH:9][C:5]([C:6]([NH2:8])=[O:7])=[CH:4][N:3]=1.[H-].[Na+].[Cl-].[NH4+].[CH2:15]([OH:17])[CH3:16], predict the reaction product. The product is: [CH2:15]([O:17][C:2]1[CH:10]=[CH:9][C:5]([C:6]([NH2:8])=[O:7])=[CH:4][N:3]=1)[CH3:16]. (7) Given the reactants [NH2:1][C:2]1[C:7]([Br:8])=[CH:6][C:5]([Br:9])=[CH:4][N:3]=1.[C:10]1(=O)[CH2:15][CH2:14][CH2:13][C:12](=[O:16])[CH2:11]1.O.C1(C)C=CC(S(O)(=O)=O)=CC=1.C(=O)(O)[O-].[Na+], predict the reaction product. The product is: [Br:8][C:7]1[C:2]([NH:1][C:10]2[CH2:15][CH2:14][CH2:13][C:12](=[O:16])[CH:11]=2)=[N:3][CH:4]=[C:5]([Br:9])[CH:6]=1.